Dataset: Reaction yield outcomes from USPTO patents with 853,638 reactions. Task: Predict the reaction yield, written as a fraction of the theoretical maximum amount of product (1.0 means a 100% yield; for example, 0.34 means a 34% yield). (1) The reactants are [OH:1][CH2:2][C:3]([CH2:8][OH:9])([CH3:7])[C:4]([OH:6])=[O:5].[CH3:10][Si](C=[N+]=[N-])(C)C. The catalyst is CO.C(OCC)C. The product is [OH:1][CH2:2][C:3]([CH2:8][OH:9])([CH3:7])[C:4]([O:6][CH3:10])=[O:5]. The yield is 0.340. (2) The product is [C:1]([NH:8][CH:9]1[CH2:12][C:11](=[O:15])[CH2:10]1)([O:3][C:4]([CH3:7])([CH3:6])[CH3:5])=[O:2]. The reactants are [C:1]([NH:8][CH:9]1[CH2:12][C:11](=C)[CH2:10]1)([O:3][C:4]([CH3:7])([CH3:6])[CH3:5])=[O:2].C([O-])([O-])=[O:15].[K+].[K+]. The yield is 0.720. The catalyst is C(Cl)Cl.O.[Cl-].C([N+](CCCC)(CCCC)CCCC)CCC. (3) The reactants are [F:1][C:2]1[CH:3]=[C:4]2[C:8](=[CH:9][CH:10]=1)[NH:7][C:6](=[O:11])[C:5]2=[CH:12][C:13]1[CH:29]=[CH:28][C:16]([C:17]([NH:19][CH2:20][CH2:21][CH2:22][CH2:23][CH2:24][C:25](O)=[O:26])=[O:18])=[CH:15][CH:14]=1.C(N(CC)CC)C.ClC(OCC)=O.[NH2:43][OH:44]. The catalyst is [Cl-].[Na+].O.CN(C=O)C. The product is [F:1][C:2]1[CH:3]=[C:4]2[C:8](=[CH:9][CH:10]=1)[NH:7][C:6](=[O:11])[C:5]2=[CH:12][C:13]1[CH:29]=[CH:28][C:16]([C:17]([NH:19][CH2:20][CH2:21][CH2:22][CH2:23][CH2:24][C:25]([NH:43][OH:44])=[O:26])=[O:18])=[CH:15][CH:14]=1. The yield is 0.460. (4) The product is [C:1]([C:3]1[CH:11]=[CH:10][C:6]([C:7]([NH:13][C:14]2[CH:19]=[CH:18][CH:17]=[C:16]([S:20](=[O:22])(=[O:21])[NH2:23])[CH:15]=2)=[O:9])=[C:5]([F:12])[CH:4]=1)#[N:2]. The reactants are [C:1]([C:3]1[CH:11]=[CH:10][C:6]([C:7]([OH:9])=O)=[C:5]([F:12])[CH:4]=1)#[N:2].[NH2:13][C:14]1[CH:15]=[C:16]([S:20]([NH2:23])(=[O:22])=[O:21])[CH:17]=[CH:18][CH:19]=1.CCN=C=NCCCN(C)C.C1C=CC2N(O)N=NC=2C=1.CN1CCOCC1.Cl. The yield is 0.900. The catalyst is CN(C=O)C.